From a dataset of Reaction yield outcomes from USPTO patents with 853,638 reactions. Predict the reaction yield, written as a fraction of the theoretical maximum amount of product (1.0 means a 100% yield; for example, 0.34 means a 34% yield). (1) The reactants are [O:1]1[C:5]2[CH:6]=[CH:7][C:8]([C:10]3([C:13]([OH:15])=O)[CH2:12][CH2:11]3)=[CH:9][C:4]=2[O:3][CH2:2]1.CN(C)C=O.C(N(CC)CC)C.[NH2:28][C:29]1[CH:30]=[C:31]2[C:35](=[CH:36][CH:37]=1)[NH:34][C:33]([C:38]([O:40][CH2:41][CH3:42])=[O:39])=[CH:32]2. The catalyst is S(Cl)(Cl)=O.ClCCl. The product is [O:1]1[C:5]2[CH:6]=[CH:7][C:8]([C:10]3([C:13]([NH:28][C:29]4[CH:30]=[C:31]5[C:35](=[CH:36][CH:37]=4)[NH:34][C:33]([C:38]([O:40][CH2:41][CH3:42])=[O:39])=[CH:32]5)=[O:15])[CH2:11][CH2:12]3)=[CH:9][C:4]=2[O:3][CH2:2]1. The yield is 0.880. (2) The reactants are [N+:1]([C:4]1[CH:31]=[CH:30][C:7]([O:8][CH2:9][C:10]([O:12][CH2:13][CH2:14][O:15][C:16](=[O:29])[CH:17]([O:19][C:20]2[CH:25]=[CH:24][C:23]([N+:26]([O-])=O)=[CH:22][CH:21]=2)[CH3:18])=[O:11])=[CH:6][CH:5]=1)([O-])=O.[H][H]. The catalyst is CN(C)C=O.[Pd]. The product is [NH2:1][C:4]1[CH:31]=[CH:30][C:7]([O:8][CH2:9][C:10]([O:12][CH2:13][CH2:14][O:15][C:16](=[O:29])[CH:17]([O:19][C:20]2[CH:21]=[CH:22][C:23]([NH2:26])=[CH:24][CH:25]=2)[CH3:18])=[O:11])=[CH:6][CH:5]=1. The yield is 0.580. (3) The catalyst is C(OCC)(=O)C. The yield is 0.700. The product is [I-:27].[CH3:1][O:2][C:3]1[CH:4]=[C:5]([C@@H:9]([N+:11]([CH3:21])([CH3:20])[C@H:12]([C:14]2[CH:19]=[CH:18][CH:17]=[CH:16][CH:15]=2)[CH3:13])[CH3:10])[CH:6]=[CH:7][CH:8]=1. The reactants are [CH3:1][O:2][C:3]1[CH:4]=[C:5]([C@@H:9]([N:11]([CH3:20])[C@H:12]([C:14]2[CH:19]=[CH:18][CH:17]=[CH:16][CH:15]=2)[CH3:13])[CH3:10])[CH:6]=[CH:7][CH:8]=1.[CH3:21]N(C)C=O.C[I:27]. (4) The reactants are [CH3:1][O:2][C:3]1[C:4]([CH3:27])=[C:5]([C:18]([O:25][CH3:26])=[C:19]([O:23][CH3:24])[C:20]=1[O:21][CH3:22])[CH2:6][C:7]1[CH:16]=[CH:15][C:10]([C:11]([O:13][CH3:14])=[O:12])=[C:9]([OH:17])[CH:8]=1.C(N(CC)CC)C.[F:35][C:36]([F:49])([F:48])[S:37](O[S:37]([C:36]([F:49])([F:48])[F:35])(=[O:39])=[O:38])(=[O:39])=[O:38]. The catalyst is C(Cl)Cl.CN(C)C1C=CN=CC=1. The product is [CH3:1][O:2][C:3]1[C:4]([CH3:27])=[C:5]([C:18]([O:25][CH3:26])=[C:19]([O:23][CH3:24])[C:20]=1[O:21][CH3:22])[CH2:6][C:7]1[CH:16]=[CH:15][C:10]([C:11]([O:13][CH3:14])=[O:12])=[C:9]([O:17][S:37]([C:36]([F:49])([F:48])[F:35])(=[O:39])=[O:38])[CH:8]=1. The yield is 0.680. (5) The reactants are [OH:1][C:2]1[CH:11]=[C:10]2[C:5]([CH2:6][CH2:7][CH2:8][C:9]2=[O:12])=[CH:4][CH:3]=1.C([O-])([O-])=O.[K+].[K+].[CH2:19](Br)[C:20]1[CH:25]=[CH:24][CH:23]=[CH:22][CH:21]=1. The catalyst is CN(C=O)C. The product is [CH2:19]([O:1][C:2]1[CH:11]=[C:10]2[C:5]([CH2:6][CH2:7][CH2:8][C:9]2=[O:12])=[CH:4][CH:3]=1)[C:20]1[CH:25]=[CH:24][CH:23]=[CH:22][CH:21]=1. The yield is 0.900. (6) The reactants are Cl[C:2]1[CH:11]=[CH:10][C:9]2[C:4](=[C:5]([OH:12])[CH:6]=[CH:7][CH:8]=2)[N:3]=1.[NH:13]1[CH2:18][CH2:17][O:16][CH2:15][CH2:14]1. The catalyst is O. The product is [O:16]1[CH2:17][CH2:18][N:13]([C:2]2[CH:11]=[CH:10][C:9]3[C:4](=[C:5]([OH:12])[CH:6]=[CH:7][CH:8]=3)[N:3]=2)[CH2:14][CH2:15]1. The yield is 0.800. (7) The reactants are [Cl:1][C:2]1[CH:3]=[C:4]([C:24]2[N:32]=[C:31]([CH3:33])[N:30]=[C:29]3[C:25]=2[N:26]=[CH:27][N:28]3C2CCCCO2)[C:5]([NH:8][C:9]2[C:10]3[CH:11]=[N:12][N:13](C4CCCCO4)[C:14]=3[CH:15]=[CH:16][CH:17]=2)=[N:6][CH:7]=1.C12(CS(O)(=O)=O)C(C)(C)C(CC1)CC2=O. The catalyst is C(Cl)Cl.CO. The product is [Cl:1][C:2]1[CH:3]=[C:4]([C:24]2[N:32]=[C:31]([CH3:33])[N:30]=[C:29]3[C:25]=2[N:26]=[CH:27][NH:28]3)[C:5]([NH:8][C:9]2[C:10]3[CH:11]=[N:12][NH:13][C:14]=3[CH:15]=[CH:16][CH:17]=2)=[N:6][CH:7]=1. The yield is 0.820. (8) The reactants are Br[C:2]1[CH:7]=[CH:6][C:5]([C:8]([CH3:14])([CH3:13])[CH2:9][CH2:10][CH2:11][CH3:12])=[C:4]([F:15])[CH:3]=1.C([Li])CCC.CCCCCC.CN(C)[CH:29]=[O:30]. No catalyst specified. The product is [F:15][C:4]1[CH:3]=[C:2]([CH:7]=[CH:6][C:5]=1[C:8]([CH3:14])([CH3:13])[CH2:9][CH2:10][CH2:11][CH3:12])[CH:29]=[O:30]. The yield is 0.580. (9) The reactants are [F:1][C:2]1[CH:7]=[CH:6][CH:5]=[CH:4][C:3]=1[CH2:8][C:9]([OH:11])=[O:10].[C:12]1([C@@H:18](O)[CH3:19])[CH:17]=[CH:16][CH:15]=[CH:14][CH:13]=1.CCN=C=NCCCN(C)C. The catalyst is CN(C1C=CN=CC=1)C.C(Cl)Cl. The product is [F:1][C:2]1[CH:7]=[CH:6][CH:5]=[CH:4][C:3]=1[CH2:8][C:9]([O:11][C@H:18]([C:12]1[CH:17]=[CH:16][CH:15]=[CH:14][CH:13]=1)[CH3:19])=[O:10]. The yield is 0.920. (10) The reactants are [CH2:1]([C:5]1[N:6]=[C:7]([CH3:34])[N:8]([C:27]2[N:32]=[CH:31][C:30]([OH:33])=[CH:29][N:28]=2)[C:9](=[O:26])[C:10]=1[CH2:11][C:12]1[CH:17]=[CH:16][C:15]([C:18]2[C:19]([C:24]#[N:25])=[CH:20][CH:21]=[CH:22][CH:23]=2)=[CH:14][CH:13]=1)[CH2:2][CH2:3][CH3:4].[CH2:35]([C:37]1[CH:38]=[CH:39][C:40]([CH2:43][CH2:44]O)=[N:41][CH:42]=1)[CH3:36].C1(P(C2C=CC=CC=2)C2C=CC=CC=2)C=CC=CC=1.C(OC(N=NC(OCC)=O)=O)C. The catalyst is O.O1CCCC1. The product is [CH2:1]([C:5]1[N:6]=[C:7]([CH3:34])[N:8]([C:27]2[N:32]=[CH:31][C:30]([O:33][CH2:44][CH2:43][C:40]3[CH:39]=[CH:38][C:37]([CH2:35][CH3:36])=[CH:42][N:41]=3)=[CH:29][N:28]=2)[C:9](=[O:26])[C:10]=1[CH2:11][C:12]1[CH:13]=[CH:14][C:15]([C:18]2[C:19]([C:24]#[N:25])=[CH:20][CH:21]=[CH:22][CH:23]=2)=[CH:16][CH:17]=1)[CH2:2][CH2:3][CH3:4]. The yield is 0.760.